From a dataset of Full USPTO retrosynthesis dataset with 1.9M reactions from patents (1976-2016). Predict the reactants needed to synthesize the given product. (1) Given the product [Cl:22][C:23]1[CH:30]=[CH:29][C:26]([CH2:27][N:6]2[C@H:5]([CH3:8])[CH2:4][N:3]([C@H:9]([C:17]3[CH:21]=[CH:20][S:19][CH:18]=3)[C:10]3[CH:11]=[C:12]([OH:16])[CH:13]=[CH:14][CH:15]=3)[C@@H:2]([CH3:1])[CH2:7]2)=[CH:25][CH:24]=1, predict the reactants needed to synthesize it. The reactants are: [CH3:1][C@H:2]1[CH2:7][NH:6][C@H:5]([CH3:8])[CH2:4][N:3]1[C@H:9]([C:17]1[CH:21]=[CH:20][S:19][CH:18]=1)[C:10]1[CH:11]=[C:12]([OH:16])[CH:13]=[CH:14][CH:15]=1.[Cl:22][C:23]1[CH:30]=[CH:29][C:26]([CH:27]=O)=[CH:25][CH:24]=1.C(O)(=O)C.C(O[BH-](OC(=O)C)OC(=O)C)(=O)C.[Na+]. (2) Given the product [NH2:8][C:9]1[N:14]=[CH:13][C:12]2[NH:15][C:16](=[O:29])[N:17]([CH:18]3[CH:19]4[CH2:20][CH:21]5[CH2:22][C:23]([OH:28])([CH2:24][CH:25]3[CH2:26]5)[CH2:27]4)[C:11]=2[C:10]=1[NH2:30], predict the reactants needed to synthesize it. The reactants are: C([NH:8][C:9]1[N:14]=[CH:13][C:12]2[NH:15][C:16](=[O:29])[N:17]([CH:18]3[CH:25]4[CH2:26][CH:21]5[CH2:22][C:23]([OH:28])([CH2:27][CH:19]3[CH2:20]5)[CH2:24]4)[C:11]=2[C:10]=1[N+:30]([O-])=O)C1C=CC=CC=1.C([O-])=O.[NH4+]. (3) Given the product [CH3:9][O:8][C:5]1[CH:6]=[CH:7][C:2]2[O:1][C:14]([C:15]([O:17][CH3:18])=[O:16])=[C:10]([CH3:11])[C:3]=2[CH:4]=1, predict the reactants needed to synthesize it. The reactants are: [OH:1][C:2]1[CH:7]=[CH:6][C:5]([O:8][CH3:9])=[CH:4][C:3]=1[C:10](=O)[CH3:11].Br[CH2:14][C:15]([O:17][CH3:18])=[O:16].C(=O)([O-])[O-].[K+].[K+].C[O-].[Na+].Cl. (4) Given the product [Cl:31][C:32]1[CH:33]=[CH:34][C:35]([C:36]([NH:38][C:39]2[N:43]([CH2:44][CH:45]3[CH2:49][CH2:48][CH2:47][N:46]3[C:4](=[O:6])[CH2:3][C:1]#[N:2])[C:42]3[CH:50]=[CH:51][C:52]([CH2:54][N:55]([C@H:63]([C:65]([CH3:68])([CH3:67])[CH3:66])[CH3:64])[C:56](=[O:62])[O:57][C:58]([CH3:60])([CH3:61])[CH3:59])=[CH:53][C:41]=3[N:40]=2)=[O:37])=[CH:69][CH:70]=1, predict the reactants needed to synthesize it. The reactants are: [C:1]([CH2:3][C:4]([OH:6])=O)#[N:2].CN(C(ON1N=NC2C=CC=NC1=2)=[N+](C)C)C.F[P-](F)(F)(F)(F)F.[Cl:31][C:32]1[CH:70]=[CH:69][C:35]([C:36]([NH:38][C:39]2[N:43]([CH2:44][CH:45]3[CH2:49][CH2:48][CH2:47][NH:46]3)[C:42]3[CH:50]=[CH:51][C:52]([CH2:54][N:55]([C@H:63]([C:65]([CH3:68])([CH3:67])[CH3:66])[CH3:64])[C:56](=[O:62])[O:57][C:58]([CH3:61])([CH3:60])[CH3:59])=[CH:53][C:41]=3[N:40]=2)=[O:37])=[CH:34][CH:33]=1.CCN(C(C)C)C(C)C. (5) Given the product [Cl:30][C:19]1[N:20]=[C:15]([C:7]2[CH:8]=[CH:9][C:10]([C:11]([F:14])([F:13])[F:12])=[C:5]([O:4][CH2:3][C:2]([F:27])([F:26])[F:1])[CH:6]=2)[CH:16]=[C:17]([C:22]([F:25])([F:24])[F:23])[N:18]=1, predict the reactants needed to synthesize it. The reactants are: [F:1][C:2]([F:27])([F:26])[CH2:3][O:4][C:5]1[CH:6]=[C:7]([C:15]2[NH:20][C:19](=O)[N:18]=[C:17]([C:22]([F:25])([F:24])[F:23])[CH:16]=2)[CH:8]=[CH:9][C:10]=1[C:11]([F:14])([F:13])[F:12].O=P(Cl)(Cl)[Cl:30]. (6) The reactants are: [NH:1]1[CH2:6][CH2:5][C:4]2([C:10]3[CH:11]=[CH:12][CH:13]=[CH:14][C:9]=3[C:8](=[O:15])[O:7]2)[CH2:3][CH2:2]1.[CH3:16][O:17][C:18]1[CH:19]=[C:20]([CH2:26][CH2:27][N:28]2[C:36]3[C:31](=[CH:32][C:33]([O:37][CH3:38])=[CH:34][CH:35]=3)[C:30]([C:39](O)=[O:40])=[C:29]2[CH3:42])[CH:21]=[CH:22][C:23]=1[O:24][CH3:25]. Given the product [CH3:16][O:17][C:18]1[CH:19]=[C:20]([CH2:26][CH2:27][N:28]2[C:36]3[C:31](=[CH:32][C:33]([O:37][CH3:38])=[CH:34][CH:35]=3)[C:30]([C:39]([N:1]3[CH2:6][CH2:5][C:4]4([C:10]5[CH:11]=[CH:12][CH:13]=[CH:14][C:9]=5[C:8](=[O:15])[O:7]4)[CH2:3][CH2:2]3)=[O:40])=[C:29]2[CH3:42])[CH:21]=[CH:22][C:23]=1[O:24][CH3:25], predict the reactants needed to synthesize it. (7) The reactants are: [C:1]([C:3]1[CH:4]=[C:5]2[C:10](=[CH:11][C:12]=1[O:13][C:14]1[CH:22]=[CH:21][C:17]([C:18](O)=[O:19])=[CH:16][CH:15]=1)[O:9][CH2:8][CH2:7][CH:6]2[C:23]([O:25][CH3:26])=[O:24])#[N:2].C(Cl)(=O)C(Cl)=O.[C:33]1([C:40]2[CH:45]=[CH:44][CH:43]=[CH:42][CH:41]=2)[CH:38]=[CH:37][CH:36]=[C:35]([NH2:39])[CH:34]=1.C(N(CC)CC)C. Given the product [C:33]1([C:40]2[CH:41]=[CH:42][CH:43]=[CH:44][CH:45]=2)[CH:38]=[CH:37][CH:36]=[C:35]([NH:39][C:18]([C:17]2[CH:16]=[CH:15][C:14]([O:13][C:12]3[CH:11]=[C:10]4[C:5]([CH:6]([C:23]([O:25][CH3:26])=[O:24])[CH2:7][CH2:8][O:9]4)=[CH:4][C:3]=3[C:1]#[N:2])=[CH:22][CH:21]=2)=[O:19])[CH:34]=1, predict the reactants needed to synthesize it. (8) Given the product [Cl:18][C:17]1[C:16]([O:19][CH3:20])=[CH:15][CH:14]=[C:13]2[C:12]=1[N:11]=[C:9]([C:6]1[S:7][CH:8]=[C:4]([CH:1]([CH3:3])[CH3:2])[N:5]=1)[CH:22]=[C:21]2[OH:23], predict the reactants needed to synthesize it. The reactants are: [CH:1]([C:4]1[N:5]=[C:6]([C:9]([NH:11][C:12]2[C:17]([Cl:18])=[C:16]([O:19][CH3:20])[CH:15]=[CH:14][C:13]=2[C:21](=[O:23])[CH3:22])=O)[S:7][CH:8]=1)([CH3:3])[CH3:2].OC1C2C(=C(C)C(OC)=CC=2)N=C(C2SC=C(C(C)C)N=2)C=1.